Dataset: Forward reaction prediction with 1.9M reactions from USPTO patents (1976-2016). Task: Predict the product of the given reaction. (1) The product is: [F:2][C:3]1[C:12]([F:13])=[C:11]2[C:6]([CH2:7][CH2:8][CH:9]([CH2:14][CH2:15][CH2:16][CH2:17][CH3:18])[O:10]2)=[C:5]([I:19])[C:4]=1[OH:20]. Given the reactants Cl.[F:2][C:3]1[C:12]([F:13])=[C:11]2[C:6]([CH2:7][CH2:8][CH:9]([CH2:14][CH2:15][CH2:16][CH2:17][CH3:18])[O:10]2)=[C:5]([I:19])[C:4]=1[O:20]COC, predict the reaction product. (2) Given the reactants [CH3:1][C@@H:2](CCCC1C=CC=CC=1)[C:3](=[O:11])[CH2:4][P:5](=[O:10])([O:8][CH3:9])[O:6][CH3:7].Br[CH2:22][CH2:23][C:24]1[CH:29]=[CH:28][CH:27]=[CH:26][CH:25]=1, predict the reaction product. The product is: [CH3:1][C@@H:2]([CH2:22][CH2:23][C:24]1[CH:29]=[CH:28][CH:27]=[CH:26][CH:25]=1)[C:3](=[O:11])[CH2:4][P:5](=[O:10])([O:6][CH3:7])[O:8][CH3:9]. (3) Given the reactants [CH:1]1([N:10]2[CH2:14][CH2:13][CH:12]([C:15]([C:17]3[N:21]([CH3:22])[N:20]=[C:19]([O:23][CH3:24])[CH:18]=3)=[O:16])[C:11]2=[O:25])[C:9]2[C:4](=[CH:5][CH:6]=[CH:7][CH:8]=2)[CH2:3][CH2:2]1.[BH4-].[Na+], predict the reaction product. The product is: [CH:1]1([N:10]2[CH2:14][CH2:13][CH:12]([CH:15]([OH:16])[C:17]3[N:21]([CH3:22])[N:20]=[C:19]([O:23][CH3:24])[CH:18]=3)[C:11]2=[O:25])[C:9]2[C:4](=[CH:5][CH:6]=[CH:7][CH:8]=2)[CH2:3][CH2:2]1. (4) Given the reactants [CH3:1][N:2]1[CH2:8][CH2:7][CH2:6][N:5]([CH2:9][C:10]2[CH:38]=[CH:37][C:13]([C:14]([NH:16][C:17]3[CH:22]=[CH:21][C:20]([CH3:23])=[C:19]([NH:24][C:25]4[N:30]=[C:29]([C:31]5[CH:32]=[N:33][CH:34]=[CH:35][CH:36]=5)[CH:28]=[CH:27][N:26]=4)[CH:18]=3)=[O:15])=[CH:12][CH:11]=2)[CH2:4][CH2:3]1.[CH3:39][S:40]([OH:43])(=[O:42])=[O:41], predict the reaction product. The product is: [CH3:39][S:40]([OH:43])(=[O:42])=[O:41].[CH3:1][N:2]1[CH2:8][CH2:7][CH2:6][N:5]([CH2:9][C:10]2[CH:11]=[CH:12][C:13]([C:14]([NH:16][C:17]3[CH:22]=[CH:21][C:20]([CH3:23])=[C:19]([NH:24][C:25]4[N:30]=[C:29]([C:31]5[CH:32]=[N:33][CH:34]=[CH:35][CH:36]=5)[CH:28]=[CH:27][N:26]=4)[CH:18]=3)=[O:15])=[CH:37][CH:38]=2)[CH2:4][CH2:3]1. (5) Given the reactants [CH3:1][C:2]1[C:3]([S:8]([N:11]([CH2:19][C:20]([OH:22])=O)[C:12]2[CH:13]=[C:14]([CH3:18])[CH:15]=[CH:16][CH:17]=2)(=[O:10])=[O:9])=[N:4][CH:5]=[CH:6][CH:7]=1.[CH2:23]([NH:25][CH2:26][CH3:27])[CH3:24], predict the reaction product. The product is: [CH2:23]([N:25]([CH2:26][CH3:27])[C:20](=[O:22])[CH2:19][N:11]([S:8]([C:3]1[C:2]([CH3:1])=[CH:7][CH:6]=[CH:5][N:4]=1)(=[O:10])=[O:9])[C:12]1[CH:13]=[C:14]([CH3:18])[CH:15]=[CH:16][CH:17]=1)[CH3:24]. (6) Given the reactants [CH3:1][N:2]1[C:31](=[O:32])[CH:5]2[CH:6](/[CH:13]=[CH:14]/[C:15]3[CH:20]=[CH:19][C:18]([C:21]4[CH:26]=[CH:25][CH:24]=[C:23](C(F)(F)F)[CH:22]=4)=[CH:17][N:16]=3)[N:7]3[CH:12]([CH:4]2[C:3]1=[O:33])[CH2:11][CH2:10][CH2:9][CH2:8]3.BrC1C=CC(/C=C/C2N3C(CCCC3)C3C(=O)N(C)C(=O)C23)=NC=1.[Cl:58]C1C=CC=CC=1B(O)O, predict the reaction product. The product is: [Cl:58][C:22]1[CH:23]=[CH:24][CH:25]=[CH:26][C:21]=1[C:18]1[CH:19]=[CH:20][C:15](/[CH:14]=[CH:13]/[CH:6]2[N:7]3[CH:12]([CH2:11][CH2:10][CH2:9][CH2:8]3)[CH:4]3[C:3](=[O:33])[N:2]([CH3:1])[C:31](=[O:32])[CH:5]23)=[N:16][CH:17]=1. (7) Given the reactants [Cl:1][C:2]1[C:3]([N+:9]([O-:11])=[O:10])=[C:4]([CH:6]=[CH:7][CH:8]=1)[NH2:5].O[CH2:13][CH:14]([CH2:16]O)O.[Na+].[N+](C1C=C(S([O-])(=O)=O)C=CC=1)([O-])=O.OS(O)(=O)=O.O, predict the reaction product. The product is: [Cl:1][C:2]1[C:3]([N+:9]([O-:11])=[O:10])=[C:4]2[C:6]([CH:13]=[CH:14][CH:16]=[N:5]2)=[CH:7][CH:8]=1.